From a dataset of Forward reaction prediction with 1.9M reactions from USPTO patents (1976-2016). Predict the product of the given reaction. Given the reactants [CH3:1][C:2]1[CH:7]=[CH:6][CH:5]=[CH:4][C:3]=1[N+:8]([O-])=O.[CH3:11][N:12]([CH3:16])[SH:13](=[O:15])=[O:14], predict the reaction product. The product is: [NH2:8][C:3]1[CH:4]=[CH:5][CH:6]=[CH:7][C:2]=1[CH3:1].[CH3:11][N:12]([CH3:16])[SH:13](=[O:15])=[O:14].